The task is: Regression/Classification. Given a drug SMILES string, predict its absorption, distribution, metabolism, or excretion properties. Task type varies by dataset: regression for continuous measurements (e.g., permeability, clearance, half-life) or binary classification for categorical outcomes (e.g., BBB penetration, CYP inhibition). Dataset: b3db_classification.. This data is from Blood-brain barrier permeability classification from the B3DB database. (1) The molecule is COC1C=COC2(C)Oc3c(C)c(O)c4c(O)c(c(C=NN5CCN(C6CCCC6)CC5)c(O)c4c3C2=O)NC(=O)C(C)=CC=CC(C)C(O)C(C)C(O)C(C)C(OC(C)=O)C1C. The result is 0 (does not penetrate BBB). (2) The compound is COc1ccc(-n2nc(C)cc2C)cc1CN[C@H]1CCCN[C@H]1c1ccccc1. The result is 1 (penetrates BBB).